The task is: Predict the reactants needed to synthesize the given product.. This data is from Full USPTO retrosynthesis dataset with 1.9M reactions from patents (1976-2016). (1) Given the product [ClH:1].[Cl:1][C:2]1[CH:3]=[C:4]2[C:9](=[CH:10][CH:11]=1)[CH:8]=[C:7]([S:12]([N:15]1[CH2:20][CH2:19][N:18]([C:21](=[O:36])[C:22]3[CH:27]=[CH:26][C:25]([C:28]4[CH:33]=[CH:32][N:31]=[CH:30][CH:29]=4)=[C:24]([OH:34])[CH:23]=3)[CH2:17][CH2:16]1)(=[O:13])=[O:14])[CH:6]=[CH:5]2, predict the reactants needed to synthesize it. The reactants are: [Cl:1][C:2]1[CH:3]=[C:4]2[C:9](=[CH:10][CH:11]=1)[CH:8]=[C:7]([S:12]([N:15]1[CH2:20][CH2:19][N:18]([C:21](=[O:36])[C:22]3[CH:27]=[CH:26][C:25]([C:28]4[CH:33]=[CH:32][N:31]=[CH:30][CH:29]=4)=[C:24]([O:34]C)[CH:23]=3)[CH2:17][CH2:16]1)(=[O:14])=[O:13])[CH:6]=[CH:5]2.O.C(=O)(O)[O-].[Na+].Cl.C(O)C. (2) Given the product [BrH:11].[Br:11][CH2:9][C:8]([C:7]1[C:2]([CH3:1])=[N:3][CH:4]=[CH:5][CH:6]=1)=[O:10], predict the reactants needed to synthesize it. The reactants are: [CH3:1][C:2]1[C:7]([C:8](=[O:10])[CH3:9])=[CH:6][CH:5]=[CH:4][N:3]=1.[BrH:11].BrBr.C(OCC)C. (3) Given the product [NH2:9][C:8]1[C:4]([NH:3][C:17]([NH:16][C:15]2[C:14]([Cl:19])=[CH:13][S:12][C:11]=2[Cl:10])=[S:18])=[CH:5][S:6][CH:7]=1, predict the reactants needed to synthesize it. The reactants are: Br.Br.[NH2:3][C:4]1[C:8]([NH2:9])=[CH:7][S:6][CH:5]=1.[Cl:10][C:11]1[S:12][CH:13]=[C:14]([Cl:19])[C:15]=1[N:16]=[C:17]=[S:18].C(N(C(C)C)C(C)C)C. (4) The reactants are: [CH3:1][O:2][C:3]1[CH:8]=[C:7]([N+:9]([O-:11])=[O:10])[CH:6]=[CH:5][C:4]=1[OH:12].[Br:13]Br.O. Given the product [Br:13][C:5]1[CH:6]=[C:7]([N+:9]([O-:11])=[O:10])[CH:8]=[C:3]([O:2][CH3:1])[C:4]=1[OH:12], predict the reactants needed to synthesize it. (5) Given the product [CH2:1]([N:8]1[CH2:9][CH2:10][C:11]2([C:14]3=[N:15][CH:16]=[CH:17][CH:18]=[C:19]3[CH2:20][O:22]2)[CH2:12][CH2:13]1)[C:2]1[CH:7]=[CH:6][CH:5]=[CH:4][CH:3]=1, predict the reactants needed to synthesize it. The reactants are: [CH2:1]([N:8]1[CH2:13][CH2:12][C:11]([OH:22])([C:14]2[C:19]([CH2:20]O)=[CH:18][CH:17]=[CH:16][N:15]=2)[CH2:10][CH2:9]1)[C:2]1[CH:7]=[CH:6][CH:5]=[CH:4][CH:3]=1.C(N(CC)CC)C.CS(Cl)(=O)=O. (6) Given the product [NH2:1][C:2]1[C:3]([C:9]([OH:10])=[O:14])=[N:4][CH:5]=[C:6]([Br:8])[CH:7]=1, predict the reactants needed to synthesize it. The reactants are: [NH2:1][C:2]1[C:3]([C:9](N)=[O:10])=[N:4][CH:5]=[C:6]([Br:8])[CH:7]=1.O.C(=O)([O-])[OH:14].[Na+]. (7) The reactants are: C([N:8]1[CH:13]([CH3:14])[CH2:12][O:11][C@@H:10](/[CH:15]=[CH:16]/[C:17]2[CH:22]=[CH:21][C:20]([F:23])=[CH:19][CH:18]=2)[CH2:9]1)C1C=CC=CC=1. Given the product [F:23][C:20]1[CH:21]=[CH:22][C:17]([CH2:16][CH2:15][C@@H:10]2[O:11][CH2:12][CH:13]([CH3:14])[NH:8][CH2:9]2)=[CH:18][CH:19]=1, predict the reactants needed to synthesize it. (8) Given the product [CH3:1][O:2][CH:3]1[CH2:7][CH2:6][N:5]([C:8]2[CH:9]=[C:10]([S:14]([Cl:25])(=[O:16])=[O:15])[CH:11]=[CH:12][CH:13]=2)[CH2:4]1, predict the reactants needed to synthesize it. The reactants are: [CH3:1][O:2][CH:3]1[CH2:7][CH2:6][N:5]([C:8]2[CH:9]=[C:10]([S:14]([O-:16])=[O:15])[CH:11]=[CH:12][CH:13]=2)[CH2:4]1.[Li+].C1C(=O)N([Cl:25])C(=O)C1. (9) The reactants are: [CH2:1]([C:3]1[CH:11]=[CH:10][C:9]([C:12]2[N:13]([C:23]([O:25][C:26]([CH3:29])([CH3:28])[CH3:27])=[O:24])[C:14]3[C:19]([CH:20]=2)=[CH:18][C:17]([CH:21]=O)=[CH:16][CH:15]=3)=[C:8]2[C:4]=1[CH2:5][NH:6][C:7]2=[O:30])[CH3:2].[CH2:31]([CH2:33][NH2:34])[OH:32].C(O)(=O)C.C(O[BH-](OC(=O)C)OC(=O)C)(=O)C.[Na+].Cl. Given the product [CH2:1]([C:3]1[CH:11]=[CH:10][C:9]([C:12]2[N:13]([C:23]([O:25][C:26]([CH3:29])([CH3:28])[CH3:27])=[O:24])[C:14]3[C:19]([CH:20]=2)=[CH:18][C:17]([CH2:21][NH:34][CH2:33][CH2:31][OH:32])=[CH:16][CH:15]=3)=[C:8]2[C:4]=1[CH2:5][NH:6][C:7]2=[O:30])[CH3:2], predict the reactants needed to synthesize it. (10) Given the product [O:1]=[C:2]1[CH2:7][CH2:6][C@@H:5]([C:8]([O:10][CH3:11])=[O:9])[C@@H:4]([CH:12]([CH3:14])[CH3:13])[CH2:3]1, predict the reactants needed to synthesize it. The reactants are: [O:1]=[C:2]1[CH2:7][CH2:6][CH:5]([C:8]([O:10][CH3:11])=[O:9])[C:4]([CH:12]([CH3:14])[CH3:13])=[CH:3]1.[H][H].